Dataset: Full USPTO retrosynthesis dataset with 1.9M reactions from patents (1976-2016). Task: Predict the reactants needed to synthesize the given product. (1) Given the product [S:1]1[CH:5]=[C:4](/[CH:6]=[C:21](/[C:13]2[S:12][C:16]3[CH:17]=[CH:18][CH:19]=[CH:20][C:15]=3[N:14]=2)\[C:22]#[N:23])[C:3]2[CH:8]=[CH:9][CH:10]=[CH:11][C:2]1=2, predict the reactants needed to synthesize it. The reactants are: [S:1]1[CH:5]=[C:4]([CH:6]=O)[C:3]2[CH:8]=[CH:9][CH:10]=[CH:11][C:2]1=2.[S:12]1[C:16]2[CH:17]=[CH:18][CH:19]=[CH:20][C:15]=2[N:14]=[C:13]1[CH2:21][C:22]#[N:23]. (2) The reactants are: [CH2:1]([O:3][C:4](=[O:21])[C:5]([CH:7]1[C:12](=O)[CH2:11][CH2:10][N:9]([C:14]([O:16][C:17]([CH3:20])([CH3:19])[CH3:18])=[O:15])[CH2:8]1)=O)[CH3:2].[NH2:22][NH2:23].O. Given the product [NH:22]1[C:12]2[CH2:11][CH2:10][N:9]([C:14]([O:16][C:17]([CH3:20])([CH3:19])[CH3:18])=[O:15])[CH2:8][C:7]=2[C:5]([C:4]([O:3][CH2:1][CH3:2])=[O:21])=[N:23]1, predict the reactants needed to synthesize it. (3) Given the product [C:9]([C:6]1[N:7]([CH3:8])[C:3]([C:1]2[N:19]=[N:18][N:17]([C:20]3[CH:21]=[C:22]([CH:43]=[CH:44][C:45]=3[CH3:46])[C:23]([NH:25][C:26]3[CH:31]=[C:30]([C:32]4([CH3:35])[CH2:33][CH2:34]4)[CH:29]=[C:28]([NH:36][S:37]([CH3:40])(=[O:39])=[O:38])[C:27]=3[O:41][CH3:42])=[O:24])[CH:2]=2)=[CH:4][N:5]=1)(=[O:10])[C:11]1[CH:16]=[CH:15][CH:14]=[CH:13][CH:12]=1, predict the reactants needed to synthesize it. The reactants are: [C:1]([C:3]1[N:7]([CH3:8])[C:6]([C:9]([C:11]2[CH:16]=[CH:15][CH:14]=[CH:13][CH:12]=2)=[O:10])=[N:5][CH:4]=1)#[CH:2].[N:17]([C:20]1[CH:21]=[C:22]([CH:43]=[CH:44][C:45]=1[CH3:46])[C:23]([NH:25][C:26]1[CH:31]=[C:30]([C:32]2([CH3:35])[CH2:34][CH2:33]2)[CH:29]=[C:28]([NH:36][S:37]([CH3:40])(=[O:39])=[O:38])[C:27]=1[O:41][CH3:42])=[O:24])=[N+:18]=[N-:19]. (4) Given the product [CH3:18][O:19][C:20](=[O:25])[C:21]([O:15][C:12]1[CH:11]=[CH:10][C:9]([O:8][CH2:1][C:2]2[CH:3]=[CH:4][CH:5]=[CH:6][CH:7]=2)=[CH:14][CH:13]=1)([CH3:23])[CH3:22], predict the reactants needed to synthesize it. The reactants are: [CH2:1]([O:8][C:9]1[CH:14]=[CH:13][C:12]([OH:15])=[CH:11][CH:10]=1)[C:2]1[CH:7]=[CH:6][CH:5]=[CH:4][CH:3]=1.[H-].[Na+].[CH3:18][O:19][C:20](=[O:25])[C:21](Br)([CH3:23])[CH3:22].